Dataset: Catalyst prediction with 721,799 reactions and 888 catalyst types from USPTO. Task: Predict which catalyst facilitates the given reaction. Reactant: [C:1](Cl)(=[O:6])[C:2]([CH3:5])([CH3:4])[CH3:3].C([O:15][CH2:16][CH2:17][C:18]1[O:23][C:22](=[O:24])[C:21]([C:25]2[C:30]([CH3:31])=[CH:29][C:28]([CH3:32])=[CH:27][C:26]=2[CH3:33])=[C:20](O)[CH:19]=1)C1C=CC=CC=1.[OH2:35]. Product: [C:1]([O:6][C:20]1[CH:19]=[C:18]([CH2:17][CH2:16][OH:15])[O:23][C:22](=[O:24])[C:21]=1[C:25]1[C:26]([CH3:33])=[CH:27][C:28]([CH3:32])=[CH:29][C:30]=1[CH3:31])(=[O:35])[C:2]([CH3:5])([CH3:4])[CH3:3]. The catalyst class is: 17.